Dataset: Catalyst prediction with 721,799 reactions and 888 catalyst types from USPTO. Task: Predict which catalyst facilitates the given reaction. (1) Reactant: Br[C:2]1[N:3]=[C:4]([O:9][CH3:10])[C:5]([NH2:8])=[N:6][CH:7]=1.N1C=CC=[CH:13][CH:12]=1.C(B1OB(C=C)OB(C=C)O1)=C.C(=O)([O-])[O-].[K+].[K+].O. Product: [CH3:10][O:9][C:4]1[C:5]([NH2:8])=[N:6][CH:7]=[C:2]([CH:12]=[CH2:13])[N:3]=1. The catalyst class is: 762. (2) Reactant: [CH3:1][C:2]1[C:6]([C:7]2[CH:16]=[CH:15][C:14]3[NH:17][C:18](=[O:19])[N:12]4[C:13]=3[C:8]=2[CH2:9][CH2:10][CH:11]4[C:20]2[CH:25]=[CH:24][CH:23]=[CH:22][CH:21]=2)=[C:5]([CH3:26])[O:4][N:3]=1.[C:27](=O)([O-])[O-].[Cs+].[Cs+].CI. Product: [CH3:1][C:2]1[C:6]([C:7]2[CH:16]=[CH:15][C:14]3[N:17]([CH3:27])[C:18](=[O:19])[N:12]4[C:13]=3[C:8]=2[CH2:9][CH2:10][CH:11]4[C:20]2[CH:25]=[CH:24][CH:23]=[CH:22][CH:21]=2)=[C:5]([CH3:26])[O:4][N:3]=1. The catalyst class is: 9. (3) The catalyst class is: 3. Product: [Cl:1][C:2]1[CH:3]=[CH:4][C:5]([O:10][CH2:21][CH:20]([O:23][CH2:24][CH3:25])[O:19][CH2:17][CH3:18])=[C:6]([CH:9]=1)[CH:7]=[O:8]. Reactant: [Cl:1][C:2]1[CH:3]=[CH:4][C:5]([OH:10])=[C:6]([CH:9]=1)[CH:7]=[O:8].C([O-])([O-])=O.[K+].[K+].[CH2:17]([O:19][CH:20]([O:23][CH2:24][CH3:25])[CH2:21]Br)[CH3:18]. (4) Reactant: [CH2:1]([O:4][CH2:5][CH2:6][C@@:7]1([C:30]2[CH:35]=[CH:34][C:33]([F:36])=[CH:32][CH:31]=2)[O:12][C:11](=[O:13])[N:10]([C@H:14]([C:16]2[CH:21]=[CH:20][C:19]([C:22]3[CH:27]=[CH:26][C:25]([F:28])=[CH:24][C:23]=3[F:29])=[CH:18][CH:17]=2)[CH3:15])[CH2:9][CH2:8]1)[CH:2]=C.[O:37]=[O+][O-].[BH4-].[Na+]. Product: [F:29][C:23]1[CH:24]=[C:25]([F:28])[CH:26]=[CH:27][C:22]=1[C:19]1[CH:20]=[CH:21][C:16]([C@@H:14]([N:10]2[CH2:9][CH2:8][C@@:7]([C:30]3[CH:31]=[CH:32][C:33]([F:36])=[CH:34][CH:35]=3)([CH2:6][CH2:5][O:4][CH2:1][CH2:2][OH:37])[O:12][C:11]2=[O:13])[CH3:15])=[CH:17][CH:18]=1. The catalyst class is: 2. (5) Reactant: N1C=CC(C(Cl)=O)=CC=1.[CH3:10][O:11][C:12]1[CH:13]=[C:14]2[C:19](=[CH:20][C:21]=1[O:22][CH3:23])[N:18]=[CH:17][N:16]=[C:15]2[O:24][C:25]1[CH:31]=[CH:30][C:28]([NH2:29])=[CH:27][CH:26]=1.[N:32]1[CH:37]=[CH:36][C:35]([C:38]([N:40]=[C:41]=[S:42])=[O:39])=[CH:34][CH:33]=1. Product: [N:32]1[CH:37]=[CH:36][C:35]([C:38]([N:40]=[C:41]=[S:42])=[O:39])=[CH:34][CH:33]=1.[CH3:10][O:11][C:12]1[CH:13]=[C:14]2[C:19](=[CH:20][C:21]=1[O:22][CH3:23])[N:18]=[CH:17][N:16]=[C:15]2[O:24][C:25]1[CH:31]=[CH:30][C:28]([NH:29][C:41]([NH:40][C:38]([C:35]2[CH:34]=[CH:33][N:32]=[CH:37][CH:36]=2)=[O:39])=[S:42])=[CH:27][CH:26]=1. The catalyst class is: 234. (6) Reactant: [CH3:1][O:2][C:3]1[CH:4]=[C:5]([O:12][CH2:13][C@H:14]2[CH2:18][CH2:17][CH2:16][N:15]2[C:19]([C@H:21]2[CH2:26][CH2:25][C@H:24]([C:27]([F:30])([F:29])[F:28])[CH2:23][CH2:22]2)=[O:20])[C:6]([C:9](O)=[O:10])=[N:7][CH:8]=1.[Cl-].[NH4+].Cl.C([N:36]=C=NCCCN(C)C)C.O.ON1C2C=CC=CC=2N=N1.C(N(CC)CC)C. Product: [CH3:1][O:2][C:3]1[CH:4]=[C:5]([O:12][CH2:13][C@H:14]2[CH2:18][CH2:17][CH2:16][N:15]2[C:19]([C@H:21]2[CH2:22][CH2:23][C@H:24]([C:27]([F:28])([F:29])[F:30])[CH2:25][CH2:26]2)=[O:20])[C:6]([C:9]([NH2:36])=[O:10])=[N:7][CH:8]=1. The catalyst class is: 46. (7) Reactant: [OH:1][C:2]1[CH:9]=[C:8]([O:10][CH3:11])[CH:7]=[CH:6][C:3]=1[CH:4]=O.Cl.[NH2:13]O.C([O-])=O.[Na+]. Product: [OH:1][C:2]1[CH:9]=[C:8]([O:10][CH3:11])[CH:7]=[CH:6][C:3]=1[C:4]#[N:13]. The catalyst class is: 106.